Dataset: Catalyst prediction with 721,799 reactions and 888 catalyst types from USPTO. Task: Predict which catalyst facilitates the given reaction. Reactant: [CH3:1][O:2][C:3]1[CH:8]=[C:7]([O:9][CH3:10])[CH:6]=[CH:5][C:4]=1[C:11]1[N:12]2[N:18]=[C:17]([CH2:19][CH3:20])[C:16]([C:21]([O:23]CC)=[O:22])=[C:13]2[O:14][CH:15]=1.[OH-].[Na+]. Product: [CH3:1][O:2][C:3]1[CH:8]=[C:7]([O:9][CH3:10])[CH:6]=[CH:5][C:4]=1[C:11]1[N:12]2[N:18]=[C:17]([CH2:19][CH3:20])[C:16]([C:21]([OH:23])=[O:22])=[C:13]2[O:14][CH:15]=1. The catalyst class is: 8.